From a dataset of Reaction yield outcomes from USPTO patents with 853,638 reactions. Predict the reaction yield, written as a fraction of the theoretical maximum amount of product (1.0 means a 100% yield; for example, 0.34 means a 34% yield). (1) The catalyst is COCCOC. The product is [F:1][C:2]1[C:7]2[N:8]=[C:9]([CH2:11][C:12]3[C:20]4[C:15](=[CH:16][CH:17]=[CH:18][CH:19]=4)[N:14]([CH2:21][C:22]([OH:24])=[O:23])[CH:13]=3)[S:10][C:6]=2[C:5]([F:27])=[CH:4][C:3]=1[F:28]. The reactants are [F:1][C:2]1[C:7]2[N:8]=[C:9]([CH2:11][C:12]3[C:20]4[C:15](=[CH:16][CH:17]=[CH:18][CH:19]=4)[N:14]([CH2:21][C:22]([O:24]CC)=[O:23])[CH:13]=3)[S:10][C:6]=2[C:5]([F:27])=[CH:4][C:3]=1[F:28].[OH-].[Na+].Cl. The yield is 0.980. (2) The reactants are F[C:2]1[CH:9]=[CH:8][C:5]([C:6]#[N:7])=[C:4]([NH:10][CH:11]2[CH2:16][CH2:15][CH:14]([OH:17])[CH2:13][CH2:12]2)[CH:3]=1.[NH2:18][NH2:19]. No catalyst specified. The product is [NH:18]([C:2]1[CH:9]=[CH:8][C:5]([C:6]#[N:7])=[C:4]([NH:10][CH:11]2[CH2:16][CH2:15][CH:14]([OH:17])[CH2:13][CH2:12]2)[CH:3]=1)[NH2:19]. The yield is 0.700. (3) The reactants are [F:1][C:2]1[CH:21]=[CH:20][C:5]([NH:6][C:7]([N:9]2[CH2:14][CH2:13][NH:12][CH:11]([C:15]([O:17][CH2:18][CH3:19])=[O:16])[CH2:10]2)=[O:8])=[CH:4][CH:3]=1.[CH2:22]([O:26][C:27]1[CH:32]=[CH:31][C:30]([S:33](Cl)(=[O:35])=[O:34])=[CH:29][CH:28]=1)[C:23]#[C:24][CH3:25]. No catalyst specified. The product is [CH2:22]([O:26][C:27]1[CH:32]=[CH:31][C:30]([S:33]([N:12]2[CH2:13][CH2:14][N:9]([C:7]([NH:6][C:5]3[CH:4]=[CH:3][C:2]([F:1])=[CH:21][CH:20]=3)=[O:8])[CH2:10][CH:11]2[C:15]([O:17][CH2:18][CH3:19])=[O:16])(=[O:35])=[O:34])=[CH:29][CH:28]=1)[C:23]#[C:24][CH3:25]. The yield is 0.700.